The task is: Predict the product of the given reaction.. This data is from Forward reaction prediction with 1.9M reactions from USPTO patents (1976-2016). (1) Given the reactants [Cl:1][C:2]1[CH:7]=[CH:6][C:5](I)=[C:4]([C:9]([F:12])([F:11])[F:10])[CH:3]=1.Br[C:14]([F:21])([F:20])[C:15]([O:17][CH2:18][CH3:19])=[O:16].[Cl-].[NH4+], predict the reaction product. The product is: [Cl:1][C:2]1[CH:7]=[CH:6][C:5]([C:14]([F:21])([F:20])[C:15]([O:17][CH2:18][CH3:19])=[O:16])=[C:4]([C:9]([F:12])([F:11])[F:10])[CH:3]=1. (2) Given the reactants Cl[C:2]1[C:7]([CH:8]=[O:9])=[C:6]([Cl:10])[N:5]=[CH:4][N:3]=1.Cl.[CH3:12][O:13][C:14]1[CH:29]=[CH:28][C:17]([CH2:18][NH:19][CH2:20][CH2:21][CH2:22][CH2:23][C:24]([O:26][CH3:27])=[O:25])=[CH:16][CH:15]=1.P([O-])([O-])([O-])=O.[K+].[K+].[K+], predict the reaction product. The product is: [Cl:10][C:6]1[N:5]=[CH:4][N:3]=[C:2]([N:19]([CH2:18][C:17]2[CH:28]=[CH:29][C:14]([O:13][CH3:12])=[CH:15][CH:16]=2)[CH2:20][CH2:21][CH2:22][CH2:23][C:24]([O:26][CH3:27])=[O:25])[C:7]=1[CH:8]=[O:9]. (3) Given the reactants [NH2:1][C:2]1[C:3]([Br:12])=[C:4]([CH:9]=[CH:10][CH:11]=1)[C:5]([O:7][CH3:8])=[O:6].[C:13]1(=O)[CH2:17][CH2:16][CH2:15][CH2:14]1.C(O)(=O)C.C([BH3-])#N.[Na+], predict the reaction product. The product is: [Br:12][C:3]1[C:2]([NH:1][CH:13]2[CH2:17][CH2:16][CH2:15][CH2:14]2)=[CH:11][CH:10]=[CH:9][C:4]=1[C:5]([O:7][CH3:8])=[O:6]. (4) Given the reactants [F:1][C:2]1[CH:7]=[C:6]([O:8][CH3:9])[CH:5]=[CH:4][C:3]=1[C:10]1[C:18]([CH3:19])=[CH:17][C:16]2[C:12](=[CH:13][N:14]([CH2:20][O:21][CH2:22][CH2:23][Si:24]([CH3:27])([CH3:26])[CH3:25])[N:15]=2)[CH:11]=1.[Li]CCCC.[C:33](C#N)(=[O:37])[O:34][CH2:35][CH3:36], predict the reaction product. The product is: [F:1][C:2]1[CH:7]=[C:6]([O:8][CH3:9])[CH:5]=[CH:4][C:3]=1[C:10]1[C:18]([CH3:19])=[CH:17][C:16]2[C:12](=[C:13]([C:33]([O:34][CH2:35][CH3:36])=[O:37])[N:14]([CH2:20][O:21][CH2:22][CH2:23][Si:24]([CH3:25])([CH3:27])[CH3:26])[N:15]=2)[CH:11]=1. (5) Given the reactants OO.[NH2:3][C:4]([C:13]1[CH:20]=[CH:19][C:16]([CH2:17][NH2:18])=[CH:15][CH:14]=1)=[CH:5][C:6](=[S:12])[NH:7][CH2:8][CH:9]1[CH2:11][CH2:10]1, predict the reaction product. The product is: [CH:9]1([CH2:8][NH:7][C:6]2[S:12][N:3]=[C:4]([C:13]3[CH:14]=[CH:15][C:16]([CH2:17][NH2:18])=[CH:19][CH:20]=3)[CH:5]=2)[CH2:11][CH2:10]1.